This data is from Peptide-MHC class I binding affinity with 185,985 pairs from IEDB/IMGT. The task is: Regression. Given a peptide amino acid sequence and an MHC pseudo amino acid sequence, predict their binding affinity value. This is MHC class I binding data. (1) The peptide sequence is HHHVLETGNA. The MHC is Mamu-B17 with pseudo-sequence Mamu-B17. The binding affinity (normalized) is 0.184. (2) The peptide sequence is FQFICNLLL. The MHC is HLA-A68:02 with pseudo-sequence HLA-A68:02. The binding affinity (normalized) is 0.206. (3) The peptide sequence is LMQCWQLLA. The MHC is HLA-B39:01 with pseudo-sequence HLA-B39:01. The binding affinity (normalized) is 0.0847. (4) The peptide sequence is CLIFLLVLL. The MHC is HLA-A02:02 with pseudo-sequence HLA-A02:02. The binding affinity (normalized) is 0.323. (5) The peptide sequence is AYSSWMYSY. The MHC is HLA-B07:02 with pseudo-sequence HLA-B07:02. The binding affinity (normalized) is 0. (6) The peptide sequence is FYPINDDFY. The MHC is HLA-B08:02 with pseudo-sequence HLA-B08:02. The binding affinity (normalized) is 0.0847.